Task: Regression. Given two drug SMILES strings and cell line genomic features, predict the synergy score measuring deviation from expected non-interaction effect.. Dataset: NCI-60 drug combinations with 297,098 pairs across 59 cell lines (1) Drug 1: C1C(C(OC1N2C=NC3=C(N=C(N=C32)Cl)N)CO)O. Drug 2: C1CN(CCN1C(=O)CCBr)C(=O)CCBr. Cell line: MALME-3M. Synergy scores: CSS=22.7, Synergy_ZIP=-6.54, Synergy_Bliss=0.852, Synergy_Loewe=-1.98, Synergy_HSA=3.46. (2) Drug 1: C1CC(C1)(C(=O)O)C(=O)O.[NH2-].[NH2-].[Pt+2]. Drug 2: C1C(C(OC1N2C=NC3=C2NC=NCC3O)CO)O. Cell line: PC-3. Synergy scores: CSS=12.0, Synergy_ZIP=-4.45, Synergy_Bliss=-1.95, Synergy_Loewe=-2.24, Synergy_HSA=-2.18. (3) Drug 1: CN(C)N=NC1=C(NC=N1)C(=O)N. Drug 2: CC(C1=C(C=CC(=C1Cl)F)Cl)OC2=C(N=CC(=C2)C3=CN(N=C3)C4CCNCC4)N. Cell line: NCI-H522. Synergy scores: CSS=4.46, Synergy_ZIP=-1.70, Synergy_Bliss=-0.273, Synergy_Loewe=-1.20, Synergy_HSA=-0.891. (4) Drug 1: COC1=C(C=C2C(=C1)N=CN=C2NC3=CC(=C(C=C3)F)Cl)OCCCN4CCOCC4. Drug 2: CC(C)NC(=O)C1=CC=C(C=C1)CNNC.Cl. Cell line: M14. Synergy scores: CSS=8.98, Synergy_ZIP=1.88, Synergy_Bliss=5.63, Synergy_Loewe=-2.73, Synergy_HSA=1.18. (5) Drug 1: CC1OCC2C(O1)C(C(C(O2)OC3C4COC(=O)C4C(C5=CC6=C(C=C35)OCO6)C7=CC(=C(C(=C7)OC)O)OC)O)O. Drug 2: C(CCl)NC(=O)N(CCCl)N=O. Cell line: KM12. Synergy scores: CSS=22.9, Synergy_ZIP=5.29, Synergy_Bliss=0.290, Synergy_Loewe=-6.15, Synergy_HSA=0.516.